From a dataset of Human liver microsome stability data. Regression/Classification. Given a drug SMILES string, predict its absorption, distribution, metabolism, or excretion properties. Task type varies by dataset: regression for continuous measurements (e.g., permeability, clearance, half-life) or binary classification for categorical outcomes (e.g., BBB penetration, CYP inhibition). Dataset: hlm. (1) The drug is O=S(=O)(NCc1ccc(-c2ccc(F)cc2F)cn1)c1cc2cc(Cl)ccc2[nH]1. The result is 0 (unstable in human liver microsomes). (2) The molecule is CS(=O)(=O)Nc1ccc2c(c1)S(=O)(=O)NC(C1=C(O)[C@@H]3[C@H]4CC[C@H](C4)[C@@H]3N(Cc3ccc(F)c(F)c3F)C1=O)=N2. The result is 0 (unstable in human liver microsomes). (3) The drug is CCNC(=O)c1cc(N)c(Nc2ccc(C#N)cc2)cc1Oc1c(C)cc(CCC#N)cc1C. The result is 0 (unstable in human liver microsomes). (4) The drug is CCc1nc2cc(Cl)ccn2c1C(=O)NCc1ccc(N2CCN(C(C)C)CC2)cc1. The result is 0 (unstable in human liver microsomes).